From a dataset of Forward reaction prediction with 1.9M reactions from USPTO patents (1976-2016). Predict the product of the given reaction. Given the reactants [CH3:1][N:2]([CH3:35])[C@H:3]1[CH2:8][CH2:7][C@H:6]([N:9]([CH2:32][CH2:33][CH3:34])[C:10]2[C:11]([CH3:31])=[C:12]([C:27]([O:29]C)=[O:28])[CH:13]=[C:14]([C:16]3[CH:21]=[CH:20][C:19]([O:22][CH2:23][CH2:24][O:25][CH3:26])=[CH:18][CH:17]=3)[CH:15]=2)[CH2:5][CH2:4]1.[OH-].[Na+], predict the reaction product. The product is: [CH3:35][N:2]([CH3:1])[C@H:3]1[CH2:4][CH2:5][C@H:6]([N:9]([CH2:32][CH2:33][CH3:34])[C:10]2[C:11]([CH3:31])=[C:12]([C:27]([OH:29])=[O:28])[CH:13]=[C:14]([C:16]3[CH:21]=[CH:20][C:19]([O:22][CH2:23][CH2:24][O:25][CH3:26])=[CH:18][CH:17]=3)[CH:15]=2)[CH2:7][CH2:8]1.